From a dataset of Catalyst prediction with 721,799 reactions and 888 catalyst types from USPTO. Predict which catalyst facilitates the given reaction. (1) Reactant: [Br:1][CH2:2][C:3]1[CH:8]=[CH:7][C:6]([CH2:9][OH:10])=[C:5]([O:11][CH3:12])[CH:4]=1.N1C=CN=C1.[C:18]([Si:22](Cl)([CH3:24])[CH3:23])([CH3:21])([CH3:20])[CH3:19]. Product: [Br:1][CH2:2][C:3]1[CH:8]=[CH:7][C:6]([CH2:9][O:10][Si:22]([C:18]([CH3:21])([CH3:20])[CH3:19])([CH3:24])[CH3:23])=[C:5]([O:11][CH3:12])[CH:4]=1. The catalyst class is: 4. (2) Reactant: ClC(OC1C=CC([N+]([O-])=O)=CC=1)=[O:3].[Cl:14][C:15]1[CH:20]=[CH:19][C:18]([CH:21]2[C:25]3[N:26]([CH:39]([CH3:41])[CH3:40])[C:27]([C:29]4[C:30]([O:37][CH3:38])=[N:31][C:32]([O:35][CH3:36])=[N:33][CH:34]=4)=[CH:28][C:24]=3[C:23](=[O:42])[N:22]2[CH:43]2[CH2:48][CH2:47][NH:46][CH2:45][CH2:44]2)=[CH:17][CH:16]=1.C[CH2:50][N:51]([CH2:54]C)CC.CN. Product: [CH3:50][NH:51][C:54]([N:46]1[CH2:47][CH2:48][CH:43]([N:22]2[C:23](=[O:42])[C:24]3[CH:28]=[C:27]([C:29]4[C:30]([O:37][CH3:38])=[N:31][C:32]([O:35][CH3:36])=[N:33][CH:34]=4)[N:26]([CH:39]([CH3:41])[CH3:40])[C:25]=3[CH:21]2[C:18]2[CH:19]=[CH:20][C:15]([Cl:14])=[CH:16][CH:17]=2)[CH2:44][CH2:45]1)=[O:3]. The catalyst class is: 91. (3) Reactant: [CH:1]1([N:6]2[CH2:12][CH2:11][C:10]3[CH:13]=[CH:14][C:15]([CH:17]4[CH2:22][CH2:21][NH:20][CH2:19][CH2:18]4)=[CH:16][C:9]=3[CH2:8][CH2:7]2)[CH2:5][CH2:4][CH2:3][CH2:2]1.[F:23][C:24]([F:33])([F:32])[C:25]1[CH:30]=[CH:29][C:28](Br)=[CH:27][N:26]=1.C1(P(C2CCCCC2)C2C=CC=CC=2C2C(N(C)C)=CC=CC=2)CCCCC1.CC(C)([O-])C.[Na+]. Product: [CH:1]1([N:6]2[CH2:12][CH2:11][C:10]3[CH:13]=[CH:14][C:15]([CH:17]4[CH2:22][CH2:21][N:20]([C:28]5[CH:27]=[N:26][C:25]([C:24]([F:33])([F:32])[F:23])=[CH:30][CH:29]=5)[CH2:19][CH2:18]4)=[CH:16][C:9]=3[CH2:8][CH2:7]2)[CH2:5][CH2:4][CH2:3][CH2:2]1. The catalyst class is: 12. (4) Reactant: [CH3:1][N:2]1[CH:6]=[CH:5][C:4]([NH2:7])=[N:3]1.CCN(C(C)C)C(C)C.[C:17]([O:21][C:22]([NH:24][C:25]1([CH:31]([OH:35])[C:32](O)=[O:33])[CH2:28][C:27]([F:30])([F:29])[CH2:26]1)=[O:23])([CH3:20])([CH3:19])[CH3:18].CN(C(ON1N=NC2C=CC=NC1=2)=[N+](C)C)C.F[P-](F)(F)(F)(F)F. Product: [C:17]([O:21][C:22](=[O:23])[NH:24][C:25]1([CH:31]([OH:35])[C:32](=[O:33])[NH:7][C:4]2[CH:5]=[CH:6][N:2]([CH3:1])[N:3]=2)[CH2:28][C:27]([F:29])([F:30])[CH2:26]1)([CH3:20])([CH3:18])[CH3:19]. The catalyst class is: 3.